Task: Regression. Given two drug SMILES strings and cell line genomic features, predict the synergy score measuring deviation from expected non-interaction effect.. Dataset: NCI-60 drug combinations with 297,098 pairs across 59 cell lines (1) Drug 1: CC1C(C(CC(O1)OC2CC(OC(C2O)C)OC3=CC4=CC5=C(C(=O)C(C(C5)C(C(=O)C(C(C)O)O)OC)OC6CC(C(C(O6)C)O)OC7CC(C(C(O7)C)O)OC8CC(C(C(O8)C)O)(C)O)C(=C4C(=C3C)O)O)O)O. Drug 2: COC1=C2C(=CC3=C1OC=C3)C=CC(=O)O2. Cell line: OVCAR-4. Synergy scores: CSS=43.1, Synergy_ZIP=0.223, Synergy_Bliss=-0.0822, Synergy_Loewe=-33.5, Synergy_HSA=0.0128. (2) Drug 1: C1C(C(OC1N2C=NC(=NC2=O)N)CO)O. Drug 2: CC1CCCC2(C(O2)CC(NC(=O)CC(C(C(=O)C(C1O)C)(C)C)O)C(=CC3=CSC(=N3)C)C)C. Cell line: BT-549. Synergy scores: CSS=48.8, Synergy_ZIP=-1.75, Synergy_Bliss=-1.98, Synergy_Loewe=-2.86, Synergy_HSA=2.05. (3) Synergy scores: CSS=24.8, Synergy_ZIP=-8.70, Synergy_Bliss=-1.79, Synergy_Loewe=-5.78, Synergy_HSA=-0.569. Drug 2: C1=NC2=C(N1)C(=S)N=C(N2)N. Cell line: UACC-257. Drug 1: C1CCC(CC1)NC(=O)N(CCCl)N=O. (4) Drug 1: C1CCC(C1)C(CC#N)N2C=C(C=N2)C3=C4C=CNC4=NC=N3. Drug 2: CN1C(=O)N2C=NC(=C2N=N1)C(=O)N. Cell line: OVCAR3. Synergy scores: CSS=-1.16, Synergy_ZIP=7.83, Synergy_Bliss=3.25, Synergy_Loewe=-1.81, Synergy_HSA=-1.49.